From a dataset of Full USPTO retrosynthesis dataset with 1.9M reactions from patents (1976-2016). Predict the reactants needed to synthesize the given product. (1) Given the product [Cl:15][C:12]1[CH:13]=[CH:14][C:9]([NH:8][C:6](=[O:7])[C:5]2[CH:26]=[CH:27][C:2]([N:33]3[CH2:34][CH2:35][N:30]([CH2:28][CH3:29])[CH2:31][CH2:32]3)=[N:3][CH:4]=2)=[CH:10][C:11]=1[NH:16][C:17](=[O:25])[C:18]1[CH:23]=[CH:22][C:21]([F:24])=[CH:20][CH:19]=1, predict the reactants needed to synthesize it. The reactants are: Cl[C:2]1[CH:27]=[CH:26][C:5]([C:6]([NH:8][C:9]2[CH:14]=[CH:13][C:12]([Cl:15])=[C:11]([NH:16][C:17](=[O:25])[C:18]3[CH:23]=[CH:22][C:21]([F:24])=[CH:20][CH:19]=3)[CH:10]=2)=[O:7])=[CH:4][N:3]=1.[CH2:28]([N:30]1[CH2:35][CH2:34][NH:33][CH2:32][CH2:31]1)[CH3:29]. (2) Given the product [Cl:37][CH2:2][C:3]1[CH:34]=[CH:33][C:6]([CH2:7][N:8]2[C:16]3[C:15](=[O:17])[N:14]([CH3:18])[C:13](=[O:19])[N:12]([CH3:20])[C:11]=3[N:10]=[C:9]2[O:21][C:22]2[CH:27]=[CH:26][CH:25]=[C:24]([O:28][C:29]([F:32])([F:31])[F:30])[CH:23]=2)=[CH:5][CH:4]=1, predict the reactants needed to synthesize it. The reactants are: O[CH2:2][C:3]1[CH:34]=[CH:33][C:6]([CH2:7][N:8]2[C:16]3[C:15](=[O:17])[N:14]([CH3:18])[C:13](=[O:19])[N:12]([CH3:20])[C:11]=3[N:10]=[C:9]2[O:21][C:22]2[CH:27]=[CH:26][CH:25]=[C:24]([O:28][C:29]([F:32])([F:31])[F:30])[CH:23]=2)=[CH:5][CH:4]=1.S(Cl)([Cl:37])=O.